From a dataset of Full USPTO retrosynthesis dataset with 1.9M reactions from patents (1976-2016). Predict the reactants needed to synthesize the given product. (1) Given the product [CH:1]([C:3]1[CH:4]=[C:5]([S:20]([NH:23][C:32](=[O:33])[CH2:31][CH2:30][C:26]2[CH:25]=[N:24][CH:29]=[CH:28][CH:27]=2)(=[O:22])=[O:21])[CH:6]=[C:7]([C:11]2[CH:16]=[CH:15][CH:14]=[C:13]([N+:17]([O-:19])=[O:18])[CH:12]=2)[C:8]=1[O:9][CH3:10])=[O:2], predict the reactants needed to synthesize it. The reactants are: [CH:1]([C:3]1[CH:4]=[C:5]([S:20]([NH2:23])(=[O:22])=[O:21])[CH:6]=[C:7]([C:11]2[CH:16]=[CH:15][CH:14]=[C:13]([N+:17]([O-:19])=[O:18])[CH:12]=2)[C:8]=1[O:9][CH3:10])=[O:2].[N:24]1[CH:29]=[CH:28][CH:27]=[C:26]([CH2:30][CH2:31][C:32](Cl)=[O:33])[CH:25]=1. (2) Given the product [CH2:1]([O:8][C:9]1[CH:10]=[C:11]([CH:36]=[CH:37][CH:38]=1)[CH2:12][O:13][C:14]1[C:19]2[CH:20]=[C:21]([C:23]3[N:24]=[C:25]4[N:29]([CH:30]=3)[N:28]=[C:27]([O:40][CH3:39])[S:26]4)[O:22][C:18]=2[CH:17]=[C:16]([O:32][CH:33]([F:35])[F:34])[CH:15]=1)[C:2]1[CH:7]=[CH:6][CH:5]=[CH:4][CH:3]=1, predict the reactants needed to synthesize it. The reactants are: [CH2:1]([O:8][C:9]1[CH:10]=[C:11]([CH:36]=[CH:37][CH:38]=1)[CH2:12][O:13][C:14]1[C:19]2[CH:20]=[C:21]([C:23]3[N:24]=[C:25]4[N:29]([CH:30]=3)[N:28]=[C:27](Br)[S:26]4)[O:22][C:18]=2[CH:17]=[C:16]([O:32][CH:33]([F:35])[F:34])[CH:15]=1)[C:2]1[CH:7]=[CH:6][CH:5]=[CH:4][CH:3]=1.[CH3:39][OH:40].C[O-].[Na+].Cl. (3) Given the product [Cl:19][C:20]1[CH:21]=[C:22]([O:31][CH2:2][C:3]2[CH:12]=[CH:11][C:6]([C:7]([O:9][CH3:10])=[O:8])=[CH:5][CH:4]=2)[CH:23]=[N:24][C:25]=1[O:26][CH2:27][CH:28]([CH3:29])[CH3:30], predict the reactants needed to synthesize it. The reactants are: Br[CH2:2][C:3]1[CH:12]=[CH:11][C:6]([C:7]([O:9][CH3:10])=[O:8])=[CH:5][CH:4]=1.C(=O)([O-])[O-].[K+].[K+].[Cl:19][C:20]1[CH:21]=[C:22]([OH:31])[CH:23]=[N:24][C:25]=1[O:26][CH2:27][CH:28]([CH3:30])[CH3:29]. (4) The reactants are: Cl[CH2:2][C:3]([NH:5][C:6]1[CH:11]=[C:10]([C:12]2[NH:20][C:19]3[C:14](=[N:15][CH:16]=[C:17]([Cl:21])[CH:18]=3)[C:13]=2[C:22]2[CH:27]=[CH:26][C:25]([F:28])=[CH:24][N:23]=2)[CH:9]=[CH:8][N:7]=1)=[O:4].[CH3:29][N:30]1[CH2:35][CH2:34][NH:33][CH2:32][CH2:31]1.C(O)(C(F)(F)F)=O. Given the product [Cl:21][C:17]1[CH:18]=[C:19]2[NH:20][C:12]([C:10]3[CH:9]=[CH:8][N:7]=[C:6]([NH:5][C:3](=[O:4])[CH2:2][N:33]4[CH2:34][CH2:35][N:30]([CH3:29])[CH2:31][CH2:32]4)[CH:11]=3)=[C:13]([C:22]3[CH:27]=[CH:26][C:25]([F:28])=[CH:24][N:23]=3)[C:14]2=[N:15][CH:16]=1, predict the reactants needed to synthesize it. (5) Given the product [F:4][C:3]([F:6])([F:5])[C:1]([OH:7])=[O:2].[F:4][C:3]([F:6])([F:5])[C:1]([OH:7])=[O:2].[CH3:8][N:9]([CH3:26])[CH2:10][CH2:11][O:12][CH:13]1[CH2:18][CH2:17][NH:16][CH2:15][CH2:14]1, predict the reactants needed to synthesize it. The reactants are: [C:1]([OH:7])([C:3]([F:6])([F:5])[F:4])=[O:2].[CH3:8][N:9]([CH3:26])[CH2:10][CH2:11][O:12][CH:13]1[CH2:18][CH2:17][N:16](C(OC(C)(C)C)=O)[CH2:15][CH2:14]1. (6) Given the product [CH:1]1([O:6][C:7]2[C:12]3[C:13]([O:16][CH2:17][CH:18]4[CH2:19][CH2:20][N:21]([CH2:25][CH2:26][C:27]5([C:33]([O:35][CH3:36])=[O:34])[CH2:28][CH2:29][O:30][CH2:31][CH2:32]5)[CH2:22][CH2:23]4)=[N:14][O:15][C:11]=3[CH:10]=[CH:9][CH:8]=2)[CH2:5][CH2:4][CH2:3][CH2:2]1, predict the reactants needed to synthesize it. The reactants are: [CH:1]1([O:6][C:7]2[C:12]3[C:13]([O:16][CH2:17][CH:18]4[CH2:23][CH2:22][NH:21][CH2:20][CH2:19]4)=[N:14][O:15][C:11]=3[CH:10]=[CH:9][CH:8]=2)[CH2:5][CH2:4][CH2:3][CH2:2]1.O=[CH:25][CH2:26][C:27]1([C:33]([O:35][CH3:36])=[O:34])[CH2:32][CH2:31][O:30][CH2:29][CH2:28]1.C(C1(C(OC)=O)CCC1)=O.